This data is from Full USPTO retrosynthesis dataset with 1.9M reactions from patents (1976-2016). The task is: Predict the reactants needed to synthesize the given product. (1) Given the product [Br:1][C:2]1[CH:8]=[C:7]2[C:5](=[C:4]([F:9])[CH:3]=1)[N:6]=[CH:18][CH:13]=[CH:14]2, predict the reactants needed to synthesize it. The reactants are: [Br:1][C:2]1[CH:8]=[CH:7][C:5]([NH2:6])=[C:4]([F:9])[CH:3]=1.[N+]([C:13]1[CH:18]=CC=C[CH:14]=1)([O-])=O.S(=O)(=O)(O)O. (2) Given the product [CH2:17]([O:12][C:11](=[O:13])[C@H:9]([CH3:10])[N:8]([C:1]([O:3][C:4]([CH3:7])([CH3:5])[CH3:6])=[O:2])[N:14]=[N+:15]=[N-:16])[C:18]1[CH:23]=[CH:22][CH:21]=[CH:20][CH:19]=1, predict the reactants needed to synthesize it. The reactants are: [C:1]([N:8]([N:14]=[N+:15]=[N-:16])[C@H:9]([C:11]([OH:13])=[O:12])[CH3:10])([O:3][C:4]([CH3:7])([CH3:6])[CH3:5])=[O:2].[CH2:17](Br)[C:18]1[CH:23]=[CH:22][CH:21]=[CH:20][CH:19]=1.C(N(C(C)C)CC)(C)C.